From a dataset of HIV replication inhibition screening data with 41,000+ compounds from the AIDS Antiviral Screen. Binary Classification. Given a drug SMILES string, predict its activity (active/inactive) in a high-throughput screening assay against a specified biological target. (1) The compound is CCCNC(=O)c1nc(SC)sc1NC(=O)c1ccc(OC)cc1. The result is 0 (inactive). (2) The molecule is CC#COS(=O)(=O)c1ccc(C)cc1. The result is 0 (inactive). (3) The compound is C=CC(C)C1(C(=O)OC)CCCC12OCCO2. The result is 0 (inactive).